Regression/Classification. Given a drug SMILES string, predict its toxicity properties. Task type varies by dataset: regression for continuous values (e.g., LD50, hERG inhibition percentage) or binary classification for toxic/non-toxic outcomes (e.g., AMES mutagenicity, cardiotoxicity, hepatotoxicity). Dataset: ames. From a dataset of Ames mutagenicity test results for genotoxicity prediction. (1) The compound is CC(=O)OCC(=O)NCCCOc1cccc(CN2CCCCC2)c1. The result is 0 (non-mutagenic). (2) The compound is CCN(CC)c1ccc2c(c1)Oc1cc(N(CC)CC)ccc1C2c1ccccc1C(=O)O. The result is 1 (mutagenic). (3) The drug is CC(=O)NNC(=O)c1ccccn1. The result is 0 (non-mutagenic). (4) The result is 1 (mutagenic). The molecule is CC(O)CN(C)c1ccc(NN)nn1. (5) The molecule is Fc1ccc2ccc3cccnc3c2c1. The result is 1 (mutagenic).